Dataset: Full USPTO retrosynthesis dataset with 1.9M reactions from patents (1976-2016). Task: Predict the reactants needed to synthesize the given product. (1) Given the product [Cl:1][C:2]1[CH:7]=[C:6]([S:8]([C:11]([F:12])([F:13])[F:14])(=[O:9])=[O:10])[CH:5]=[CH:4][C:3]=1[NH:15][C:16]([C:18]1[C:27]([CH3:28])=[C:26]([Br:30])[C:25]2[C:20](=[CH:21][CH:22]=[CH:23][CH:24]=2)[C:19]=1[OH:29])=[O:17], predict the reactants needed to synthesize it. The reactants are: [Cl:1][C:2]1[CH:7]=[C:6]([S:8]([C:11]([F:14])([F:13])[F:12])(=[O:10])=[O:9])[CH:5]=[CH:4][C:3]=1[NH:15][C:16]([C:18]1[C:27]([CH3:28])=[CH:26][C:25]2[C:20](=[CH:21][CH:22]=[CH:23][CH:24]=2)[C:19]=1[OH:29])=[O:17].[Br:30]Br. (2) Given the product [CH3:19][C:20]1[CH:25]=[CH:24][CH:23]=[CH:22][C:21]=1[C:26]1[CH:31]=[CH:30][C:29]([C:6]([N:8]2[CH2:12][C:11](=[N:13][O:14][CH3:15])[CH2:10][C@H:9]2[C:16]([NH:36][CH2:37][CH:38]([OH:39])[C:40]2[CH:45]=[CH:44][CH:43]=[CH:42][CH:41]=2)=[O:18])=[O:7])=[C:28]([CH3:35])[CH:27]=1, predict the reactants needed to synthesize it. The reactants are: C(O[C:6]([N:8]1[CH2:12][C:11](=[N:13][O:14][CH3:15])[CH2:10][C@H:9]1[C:16]([OH:18])=O)=[O:7])(C)(C)C.[CH3:19][C:20]1[CH:25]=[CH:24][CH:23]=[CH:22][C:21]=1[C:26]1[CH:31]=[CH:30][C:29](C(O)=O)=[C:28]([CH3:35])[CH:27]=1.[NH2:36][CH2:37][CH:38]([C:40]1[CH:45]=[CH:44][CH:43]=[CH:42][CH:41]=1)[OH:39]. (3) Given the product [O:99]=[S:2]1(=[O:1])[CH2:7][CH2:6][N:5]([CH2:8][CH2:9][NH:10][C@:11]23[CH2:46][CH2:45][C@@H:44]([CH2:47][OH:48])[C@@H:12]2[C@@H:13]2[C@@:26]([CH3:29])([CH2:27][CH2:28]3)[C@@:25]3([CH3:30])[C@@H:16]([C@:17]4([CH3:43])[C@@H:22]([CH2:23][CH2:24]3)[C:21]([CH3:32])([CH3:31])[C:20]([C:33]3[CH:38]=[CH:37][C:36]([C:39]([O:41][CH3:42])=[O:40])=[CH:35][CH:34]=3)=[CH:19][CH2:18]4)[CH2:15][CH2:14]2)[CH2:4][CH2:3]1, predict the reactants needed to synthesize it. The reactants are: [O:1]=[S:2]1(=[O:99])[CH2:7][CH2:6][N:5]([CH2:8][CH2:9][NH:10][C@:11]23[CH2:46][CH2:45][C@@H:44]([C:47](O[C:47]([C@H:44]4[C@@H:12]5[C@@H:13]6[C@@:26]([CH3:29])([CH2:27][CH2:28][C@@:11]5([NH:10][CH2:9][CH2:8][N:5]5[CH2:6][CH2:7][S:2](=[O:1])(=[O:99])[CH2:3][CH2:4]5)[CH2:46][CH2:45]4)[C@@:25]4([CH3:30])[C@@H:16]([C@:17]5([CH3:43])[C@@H:22]([CH2:23][CH2:24]4)[C:21]([CH3:32])([CH3:31])[C:20]([C:33]4[CH:34]=[CH:35][C:36]([C:39]([O:41][CH3:42])=[O:40])=[CH:37][CH:38]=4)=[CH:19][CH2:18]5)[CH2:15][CH2:14]6)=[O:48])=[O:48])[C@@H:12]2[C@@H:13]2[C@@:26]([CH3:29])([CH2:27][CH2:28]3)[C@@:25]3([CH3:30])[C@@H:16]([C@:17]4([CH3:43])[C@@H:22]([CH2:23][CH2:24]3)[C:21]([CH3:32])([CH3:31])[C:20]([C:33]3[CH:38]=[CH:37][C:36]([C:39]([O:41][CH3:42])=[O:40])=[CH:35][CH:34]=3)=[CH:19][CH2:18]4)[CH2:15][CH2:14]2)[CH2:4][CH2:3]1.[BH4-].[Na+].CO. (4) Given the product [P:8]([Cl:26])([C:9]([C:10]([F:13])([F:12])[F:11])([F:15])[F:14])[C:2]([C:3]([F:6])([F:5])[F:4])([F:7])[F:1], predict the reactants needed to synthesize it. The reactants are: [F:1][C:2]([P:8](C(F)(F)C(F)(F)F)[C:9]([F:15])([F:14])[C:10]([F:13])([F:12])[F:11])([F:7])[C:3]([F:6])([F:5])[F:4].[OH-].[K+].P(Cl)(Cl)(Cl)(Cl)[Cl:26].